From a dataset of Peptide-MHC class I binding affinity with 185,985 pairs from IEDB/IMGT. Regression. Given a peptide amino acid sequence and an MHC pseudo amino acid sequence, predict their binding affinity value. This is MHC class I binding data. (1) The peptide sequence is NTRDHVNLV. The MHC is HLA-B57:01 with pseudo-sequence HLA-B57:01. The binding affinity (normalized) is 0.0847. (2) The peptide sequence is YTVKYPCL. The MHC is H-2-Kb with pseudo-sequence H-2-Kb. The binding affinity (normalized) is 0.413. (3) The peptide sequence is LGKCGSCVY. The MHC is HLA-B15:01 with pseudo-sequence HLA-B15:01. The binding affinity (normalized) is 0.565.